This data is from Reaction yield outcomes from USPTO patents with 853,638 reactions. The task is: Predict the reaction yield, written as a fraction of the theoretical maximum amount of product (1.0 means a 100% yield; for example, 0.34 means a 34% yield). The reactants are Cl[C:2]1[CH:10]=[C:9]2[C:5]([C:6]([C:13]#[N:14])=[CH:7][N:8]2[CH2:11][CH3:12])=[CH:4][CH:3]=1.ClC1C=C2C(C=CN2)=CC=1.[O-]P([O-])([O-])=O.[K+].[K+].[K+].C1(C2C=CC=CC=2)C=CC=CC=1P(C1CCCCC1)C1CCCCC1.[CH3:58][N:59]1[CH2:64][CH2:63][NH:62][CH2:61][CH2:60]1. The catalyst is C1C=CC(/C=C/C(/C=C/C2C=CC=CC=2)=O)=CC=1.C1C=CC(/C=C/C(/C=C/C2C=CC=CC=2)=O)=CC=1.C1C=CC(/C=C/C(/C=C/C2C=CC=CC=2)=O)=CC=1.[Pd].[Pd].ClCCl.COCCOC. The product is [CH2:11]([N:8]1[C:9]2[C:5](=[CH:4][CH:3]=[C:2]([N:62]3[CH2:63][CH2:64][N:59]([CH3:58])[CH2:60][CH2:61]3)[CH:10]=2)[C:6]([C:13]#[N:14])=[CH:7]1)[CH3:12]. The yield is 0.720.